From a dataset of Peptide-MHC class I binding affinity with 185,985 pairs from IEDB/IMGT. Regression. Given a peptide amino acid sequence and an MHC pseudo amino acid sequence, predict their binding affinity value. This is MHC class I binding data. (1) The peptide sequence is MAMTDTTPF. The MHC is H-2-Db with pseudo-sequence H-2-Db. The binding affinity (normalized) is 0.562. (2) The peptide sequence is ERYFRIHSL. The MHC is Mamu-A11 with pseudo-sequence Mamu-A11. The binding affinity (normalized) is 0.367. (3) The peptide sequence is MLSSFGWIY. The MHC is HLA-A30:01 with pseudo-sequence HLA-A30:01. The binding affinity (normalized) is 0.0847. (4) The peptide sequence is TMPELAWAV. The MHC is HLA-A11:01 with pseudo-sequence HLA-A11:01. The binding affinity (normalized) is 0.0847.